Task: Predict the reaction yield, written as a fraction of the theoretical maximum amount of product (1.0 means a 100% yield; for example, 0.34 means a 34% yield).. Dataset: Reaction yield outcomes from USPTO patents with 853,638 reactions The reactants are [Br:1][C:2]1[C:14](=[O:15])[N:13]([CH2:16][CH3:17])[C:5]2[N:6]=[C:7](S(C)=O)[N:8]=[CH:9][C:4]=2[CH:3]=1.[CH3:18][N:19]1[CH2:24][CH2:23][N:22]([C:25]2[CH:31]=[CH:30][C:28]([NH2:29])=[CH:27][CH:26]=2)[CH2:21][CH2:20]1. No catalyst specified. The product is [Br:1][C:2]1[C:14](=[O:15])[N:13]([CH2:16][CH3:17])[C:5]2[N:6]=[C:7]([NH:29][C:28]3[CH:27]=[CH:26][C:25]([N:22]4[CH2:21][CH2:20][N:19]([CH3:18])[CH2:24][CH2:23]4)=[CH:31][CH:30]=3)[N:8]=[CH:9][C:4]=2[CH:3]=1. The yield is 0.400.